This data is from Peptide-MHC class II binding affinity with 134,281 pairs from IEDB. The task is: Regression. Given a peptide amino acid sequence and an MHC pseudo amino acid sequence, predict their binding affinity value. This is MHC class II binding data. (1) The peptide sequence is AFKVAATVANAAPAN. The MHC is DRB1_0401 with pseudo-sequence DRB1_0401. The binding affinity (normalized) is 0.275. (2) The peptide sequence is AFKVAATAANKAPAN. The MHC is HLA-DPA10201-DPB11401 with pseudo-sequence HLA-DPA10201-DPB11401. The binding affinity (normalized) is 0.550. (3) The peptide sequence is FEIKCTKPEACSGEP. The MHC is DRB1_0802 with pseudo-sequence DRB1_0802. The binding affinity (normalized) is 0.0897. (4) The peptide sequence is KSSKPLVGPFNFRFMSKGGM. The MHC is DRB1_1501 with pseudo-sequence DRB1_1501. The binding affinity (normalized) is 0.798. (5) The peptide sequence is FVERSKAYSNCYPYD. The MHC is DRB1_1501 with pseudo-sequence DRB1_1501. The binding affinity (normalized) is 0.283. (6) The MHC is DRB1_0401 with pseudo-sequence DRB1_0401. The binding affinity (normalized) is 0.885. The peptide sequence is ETALKKAITAMSE. (7) The peptide sequence is RRTEPAAEGVGAASQDL. The MHC is DRB5_0101 with pseudo-sequence DRB5_0101. The binding affinity (normalized) is 0.218. (8) The peptide sequence is HCNEMSWIQSIPFVH. The MHC is DRB1_1201 with pseudo-sequence DRB1_1201. The binding affinity (normalized) is 0.465.